This data is from NCI-60 drug combinations with 297,098 pairs across 59 cell lines. The task is: Regression. Given two drug SMILES strings and cell line genomic features, predict the synergy score measuring deviation from expected non-interaction effect. (1) Drug 1: C1CN(CCN1C(=O)CCBr)C(=O)CCBr. Drug 2: C(CN)CNCCSP(=O)(O)O. Cell line: SF-268. Synergy scores: CSS=31.2, Synergy_ZIP=-5.28, Synergy_Bliss=-2.42, Synergy_Loewe=-10.5, Synergy_HSA=-2.92. (2) Drug 1: C1=CN(C(=O)N=C1N)C2C(C(C(O2)CO)O)O.Cl. Drug 2: CCN(CC)CCCC(C)NC1=C2C=C(C=CC2=NC3=C1C=CC(=C3)Cl)OC. Cell line: HS 578T. Synergy scores: CSS=17.3, Synergy_ZIP=-1.17, Synergy_Bliss=-1.70, Synergy_Loewe=-5.91, Synergy_HSA=-1.48. (3) Drug 1: CC1C(C(CC(O1)OC2CC(OC(C2O)C)OC3=CC4=CC5=C(C(=O)C(C(C5)C(C(=O)C(C(C)O)O)OC)OC6CC(C(C(O6)C)O)OC7CC(C(C(O7)C)O)OC8CC(C(C(O8)C)O)(C)O)C(=C4C(=C3C)O)O)O)O. Drug 2: COC1=C2C(=CC3=C1OC=C3)C=CC(=O)O2. Cell line: OVCAR3. Synergy scores: CSS=12.0, Synergy_ZIP=6.59, Synergy_Bliss=11.0, Synergy_Loewe=-31.0, Synergy_HSA=3.03. (4) Drug 1: C1=C(C(=O)NC(=O)N1)N(CCCl)CCCl. Drug 2: C(CC(=O)O)C(=O)CN.Cl. Cell line: SK-MEL-2. Synergy scores: CSS=17.4, Synergy_ZIP=-9.19, Synergy_Bliss=-4.90, Synergy_Loewe=-7.92, Synergy_HSA=-4.75.